Dataset: TCR-epitope binding with 47,182 pairs between 192 epitopes and 23,139 TCRs. Task: Binary Classification. Given a T-cell receptor sequence (or CDR3 region) and an epitope sequence, predict whether binding occurs between them. The epitope is FVRATATIPI. The TCR CDR3 sequence is CASSPSTWMGETQYF. Result: 0 (the TCR does not bind to the epitope).